This data is from Peptide-MHC class I binding affinity with 185,985 pairs from IEDB/IMGT. The task is: Regression. Given a peptide amino acid sequence and an MHC pseudo amino acid sequence, predict their binding affinity value. This is MHC class I binding data. (1) The peptide sequence is FHVRTNYKI. The MHC is HLA-B39:01 with pseudo-sequence HLA-B39:01. The binding affinity (normalized) is 1.00. (2) The peptide sequence is ILISLINSL. The MHC is HLA-A02:06 with pseudo-sequence HLA-A02:06. The binding affinity (normalized) is 0.459. (3) The peptide sequence is SCRVKLSAL. The MHC is HLA-A31:01 with pseudo-sequence HLA-A31:01. The binding affinity (normalized) is 0.0847. (4) The peptide sequence is RTDNGGWAH. The MHC is HLA-B51:01 with pseudo-sequence HLA-B51:01. The binding affinity (normalized) is 0.0847. (5) The peptide sequence is FGGGPWWEV. The MHC is HLA-A02:16 with pseudo-sequence HLA-A02:16. The binding affinity (normalized) is 0.797. (6) The peptide sequence is LKFSLPFPFLYKFLL. The MHC is HLA-B08:01 with pseudo-sequence HLA-B08:01. The binding affinity (normalized) is 0.746.